This data is from Reaction yield outcomes from USPTO patents with 853,638 reactions. The task is: Predict the reaction yield, written as a fraction of the theoretical maximum amount of product (1.0 means a 100% yield; for example, 0.34 means a 34% yield). (1) The reactants are [Cl-].[NH4+].[N-:3]=[N+:4]=[N-:5].[Na+].[C:7]([C:11]1[CH:12]=[CH:13][C:14]([OH:29])=[C:15]([CH:28]=1)[C:16]([NH:18][C:19]1[CH:24]=[CH:23][C:22]([C:25]#[N:26])=[CH:21][C:20]=1[Cl:27])=[O:17])([CH3:10])([CH3:9])[CH3:8].Cl. The catalyst is CN(C)C=O.O. The product is [C:7]([C:11]1[CH:12]=[CH:13][C:14]([OH:29])=[C:15]([CH:28]=1)[C:16]([NH:18][C:19]1[CH:24]=[CH:23][C:22]([C:25]2[N:3]=[N:4][NH:5][N:26]=2)=[CH:21][C:20]=1[Cl:27])=[O:17])([CH3:10])([CH3:8])[CH3:9]. The yield is 0.274. (2) The reactants are [Cl:1][C:2]1[CH:7]=[CH:6][CH:5]=[CH:4][C:3]=1[C:8]1[CH:17]=[CH:16][C:11]2[N:12]=[CH:13][N:14](C)[C:10]=2[C:9]=1[C:18]#[N:19].Cl.[N:21]([O-])=O.[Na+]. The catalyst is C1COCC1.O. The product is [Cl:1][C:2]1[CH:7]=[CH:6][CH:5]=[CH:4][C:3]=1[C:8]1[CH:17]=[CH:16][C:11]2[N:12]=[N:21][N:14]([CH3:13])[C:10]=2[C:9]=1[C:18]#[N:19]. The yield is 0.780.